Regression. Given two drug SMILES strings and cell line genomic features, predict the synergy score measuring deviation from expected non-interaction effect. From a dataset of NCI-60 drug combinations with 297,098 pairs across 59 cell lines. (1) Drug 1: CCC1(CC2CC(C3=C(CCN(C2)C1)C4=CC=CC=C4N3)(C5=C(C=C6C(=C5)C78CCN9C7C(C=CC9)(C(C(C8N6C)(C(=O)OC)O)OC(=O)C)CC)OC)C(=O)OC)O. Drug 2: CC1=C(C(=CC=C1)Cl)NC(=O)C2=CN=C(S2)NC3=CC(=NC(=N3)C)N4CCN(CC4)CCO. Cell line: HCT116. Synergy scores: CSS=49.6, Synergy_ZIP=-0.145, Synergy_Bliss=-10.4, Synergy_Loewe=-77.0, Synergy_HSA=-13.9. (2) Cell line: SN12C. Synergy scores: CSS=46.1, Synergy_ZIP=0.0881, Synergy_Bliss=0.425, Synergy_Loewe=-2.40, Synergy_HSA=2.18. Drug 1: CC1=C(N=C(N=C1N)C(CC(=O)N)NCC(C(=O)N)N)C(=O)NC(C(C2=CN=CN2)OC3C(C(C(C(O3)CO)O)O)OC4C(C(C(C(O4)CO)O)OC(=O)N)O)C(=O)NC(C)C(C(C)C(=O)NC(C(C)O)C(=O)NCCC5=NC(=CS5)C6=NC(=CS6)C(=O)NCCC[S+](C)C)O. Drug 2: B(C(CC(C)C)NC(=O)C(CC1=CC=CC=C1)NC(=O)C2=NC=CN=C2)(O)O.